This data is from Forward reaction prediction with 1.9M reactions from USPTO patents (1976-2016). The task is: Predict the product of the given reaction. (1) Given the reactants [CH2:1]([O:3][C:4]([C:6]1[N:7]([CH2:27][CH2:28][CH2:29][O:30][CH3:31])[C:8]2[CH2:9][CH:10]([C:20]3[CH:25]=[CH:24][CH:23]=[CH:22][C:21]=3[Cl:26])[CH:11]3[CH:15]([C:16]=2[CH:17]=1)[C:14](=[O:18])[NH:13][C:12]3=[O:19])=[O:5])[CH3:2], predict the reaction product. The product is: [CH2:1]([O:3][C:4]([C:6]1[N:7]([CH2:27][CH2:28][CH2:29][O:30][CH3:31])[C:8]2[C:16]([CH:17]=1)=[C:15]1[C:11]([C:12](=[O:19])[NH:13][C:14]1=[O:18])=[C:10]([C:20]1[CH:25]=[CH:24][CH:23]=[CH:22][C:21]=1[Cl:26])[CH:9]=2)=[O:5])[CH3:2]. (2) Given the reactants C([O-])([O-])=O.[K+].[K+].[OH:7][C:8]1[CH:9]=[C:10]([CH:14]=[CH:15][CH:16]=1)[C:11]([NH2:13])=[O:12].[Br:17][CH2:18][CH2:19][CH2:20][CH2:21][CH2:22][CH2:23]Br, predict the reaction product. The product is: [Br:17][CH2:18][CH2:19][CH2:20][CH2:21][CH2:22][CH2:23][O:7][C:8]1[CH:9]=[C:10]([C:11]([NH2:13])=[O:12])[CH:14]=[CH:15][CH:16]=1. (3) Given the reactants [OH:1][C:2]1[CH:3]=[C:4]2[C:8](=[CH:9][CH:10]=1)[N:7]1[CH2:11][CH2:12][CH2:13][CH:14]([CH2:15][C:16]([O:18][CH2:19][CH3:20])=[O:17])[C:6]1=[CH:5]2.C(=O)([O-])[O-].[Cs+].[Cs+].Br[CH2:28][C:29]1[CH:34]=[C:33]([C:35]([F:38])([F:37])[F:36])[CH:32]=[C:31]([C:39]([F:42])([F:41])[F:40])[CH:30]=1, predict the reaction product. The product is: [F:36][C:35]([F:37])([F:38])[C:33]1[CH:34]=[C:29]([CH:30]=[C:31]([C:39]([F:42])([F:40])[F:41])[CH:32]=1)[CH2:28][O:1][C:2]1[CH:3]=[C:4]2[C:8](=[CH:9][CH:10]=1)[N:7]1[CH2:11][CH2:12][CH2:13][CH:14]([CH2:15][C:16]([O:18][CH2:19][CH3:20])=[O:17])[C:6]1=[CH:5]2. (4) Given the reactants [Cl:1][C:2]1[CH:3]=[C:4]([CH:23]=[CH:24][C:25]=1[F:26])[CH2:5][N:6]1[CH2:15][CH2:14][C:13]2[C:12]([C:16]([O:18][CH2:19][CH3:20])=[O:17])=[N:11][CH:10]=[C:9]([OH:21])[C:8]=2[C:7]1=[O:22].OO.S([O-])([O-])=[O:30].[Na+].[Na+], predict the reaction product. The product is: [Cl:1][C:2]1[CH:3]=[C:4]([CH:23]=[CH:24][C:25]=1[F:26])[CH2:5][N:6]1[CH2:15][CH2:14][C:13]2[C:8](=[C:9]([OH:21])[CH:10]=[N+:11]([O-:30])[C:12]=2[C:16]([O:18][CH2:19][CH3:20])=[O:17])[C:7]1=[O:22]. (5) Given the reactants O.NN.[Br:4][C:5]1[C:6]([O:23][CH3:24])=[C:7]([CH2:11][N:12]2C(=O)C3C(=CC=CC=3)C2=O)[CH:8]=[CH:9][CH:10]=1, predict the reaction product. The product is: [Br:4][C:5]1[C:6]([O:23][CH3:24])=[C:7]([CH2:11][NH2:12])[CH:8]=[CH:9][CH:10]=1. (6) Given the reactants [S:1]1[C:5]([CH2:6][O:7][C:8]([NH:10][CH2:11][CH2:12][CH2:13][NH:14][C:15](=[O:21])[O:16][C:17]([CH3:20])([CH3:19])[CH3:18])=[O:9])=[CH:4][N:3]=[CH:2]1.[H-].[Na+].[CH2:24](Br)[C:25]1[CH:30]=[CH:29][CH:28]=[CH:27][CH:26]=1, predict the reaction product. The product is: [CH2:24]([N:14]([CH2:13][CH2:12][CH2:11][N:10]([CH2:24][C:25]1[CH:30]=[CH:29][CH:28]=[CH:27][CH:26]=1)[C:8]([O:7][CH2:6][C:5]1[S:1][CH:2]=[N:3][CH:4]=1)=[O:9])[C:15](=[O:21])[O:16][C:17]([CH3:18])([CH3:20])[CH3:19])[C:25]1[CH:30]=[CH:29][CH:28]=[CH:27][CH:26]=1.